Dataset: Forward reaction prediction with 1.9M reactions from USPTO patents (1976-2016). Task: Predict the product of the given reaction. (1) Given the reactants FC(F)(F)S(O[C:7]1[C:8]2[S:22](=[O:24])(=[O:23])[CH2:21][CH2:20][CH2:19][C:9]=2[N:10]=[C:11]([C:13]2[CH:18]=[CH:17][CH:16]=[CH:15][CH:14]=2)[N:12]=1)(=O)=O.[NH2:27][C:28]1[CH:33]=[CH:32][C:31]([CH2:34][C:35]([NH2:37])=[O:36])=[CH:30][CH:29]=1, predict the reaction product. The product is: [O:23]=[S:22]1(=[O:24])[C:8]2[C:7]([NH:27][C:28]3[CH:29]=[CH:30][C:31]([CH2:34][C:35]([NH2:37])=[O:36])=[CH:32][CH:33]=3)=[N:12][C:11]([C:13]3[CH:18]=[CH:17][CH:16]=[CH:15][CH:14]=3)=[N:10][C:9]=2[CH2:19][CH2:20][CH2:21]1. (2) Given the reactants [H-].[H-].[H-].[H-].[Li+].[Al+3].Cl[C:8]1[S:12][C:11]([CH2:13][O:14][C:15]2[C:20]([F:21])=[CH:19][C:18]([CH2:22][CH2:23][C:24](OCC)=[O:25])=[CH:17][C:16]=2[F:29])=[C:10]([C:30]2[CH:35]=[CH:34][C:33]([CH2:36][CH3:37])=[CH:32][CH:31]=2)[CH:9]=1, predict the reaction product. The product is: [CH2:36]([C:33]1[CH:34]=[CH:35][C:30]([C:10]2[CH:9]=[CH:8][S:12][C:11]=2[CH2:13][O:14][C:15]2[C:20]([F:21])=[CH:19][C:18]([CH2:22][CH2:23][CH2:24][OH:25])=[CH:17][C:16]=2[F:29])=[CH:31][CH:32]=1)[CH3:37]. (3) The product is: [F:44][C:43]1[CH:42]=[C:38]([CH:37]=[C:36]([F:45])[C:35]=1[N:24]1[CH2:25][CH2:26][CH:27]([C:28]2[CH:33]=[CH:32][CH:31]=[CH:30][C:29]=2[F:34])[CH:22]([CH2:21][NH:8][C@@H:9]([C:11]2[C:20]3[C:15](=[CH:16][CH:17]=[CH:18][CH:19]=3)[CH:14]=[CH:13][CH:12]=2)[CH3:10])[CH2:23]1)[C:39]([OH:41])=[O:40]. Given the reactants C(OC([N:8]([CH2:21][CH:22]1[CH:27]([C:28]2[CH:33]=[CH:32][CH:31]=[CH:30][C:29]=2[F:34])[CH2:26][CH2:25][N:24]([C:35]2[C:43]([F:44])=[CH:42][C:38]([C:39]([OH:41])=[O:40])=[CH:37][C:36]=2[F:45])[CH2:23]1)[C@@H:9]([C:11]1[C:20]2[C:15](=[CH:16][CH:17]=[CH:18][CH:19]=2)[CH:14]=[CH:13][CH:12]=1)[CH3:10])=O)(C)(C)C.Cl.O1CCOCC1, predict the reaction product. (4) Given the reactants C[O:2][C:3]1[CH:8]=[CH:7][C:6]([C:9]2[N:10]=[C:11]([C:14]3[CH:19]=[CH:18][CH:17]=[C:16]([O:20]C)[CH:15]=3)[S:12][CH:13]=2)=[CH:5][CH:4]=1, predict the reaction product. The product is: [OH:2][C:3]1[CH:4]=[CH:5][C:6]([C:9]2[N:10]=[C:11]([C:14]3[CH:15]=[C:16]([OH:20])[CH:17]=[CH:18][CH:19]=3)[S:12][CH:13]=2)=[CH:7][CH:8]=1. (5) Given the reactants [O:1]1[C@H:8]([CH2:9][OH:10])[C@@H:6]([OH:7])[C@H:4]([OH:5])[CH:3]=[CH:2]1.CCCC[Sn](O[Sn](CCCC)(CCCC)CCCC)(CCCC)CCCC.C(#N)C.[I:41]I, predict the reaction product. The product is: [I:41][C@@H:3]1[C@@H:4]([OH:5])[C@H:6]([OH:7])[C@H:8]2[CH2:9][O:10][C@@H:2]1[O:1]2.